This data is from Forward reaction prediction with 1.9M reactions from USPTO patents (1976-2016). The task is: Predict the product of the given reaction. (1) The product is: [C:52]([C:51]1[CH:54]=[CH:55][CH:56]=[CH:57][C:50]=1[N:43]1[C:44]2[C:49](=[CH:48][CH:47]=[CH:46][CH:45]=2)[C:41]([CH2:40][N:31]2[C:30](=[O:58])[C@@H:29]([NH:28][C:68](=[O:69])[C@@H:67]([NH:66][C:64](=[O:65])[O:63][C:59]([CH3:61])([CH3:60])[CH3:62])[CH3:71])[CH2:35][O:34][C:33]3[CH:36]=[CH:37][CH:38]=[CH:39][C:32]2=3)=[N:42]1)#[N:53]. Given the reactants F[P-](F)(F)(F)(F)F.N1(O[P+](N(C)C)(N(C)C)N(C)C)C2C=CC=CC=2N=N1.[NH2:28][C@H:29]1[CH2:35][O:34][C:33]2[CH:36]=[CH:37][CH:38]=[CH:39][C:32]=2[N:31]([CH2:40][C:41]2[C:49]3[C:44](=[CH:45][CH:46]=[CH:47][CH:48]=3)[N:43]([C:50]3[CH:57]=[CH:56][CH:55]=[CH:54][C:51]=3[C:52]#[N:53])[N:42]=2)[C:30]1=[O:58].[C:59]([O:63][C:64]([NH:66][C@@H:67]([CH3:71])[C:68](O)=[O:69])=[O:65])([CH3:62])([CH3:61])[CH3:60].CCN(C(C)C)C(C)C, predict the reaction product. (2) Given the reactants [C:1]([OH:5])(=[O:4])[CH:2]=[CH2:3], predict the reaction product. The product is: [C:1]([OH:5])(=[O:4])[CH:2]=[CH2:3].[C:1]([O-:5])(=[O:4])[CH:2]=[CH2:3]. (3) Given the reactants Cl.Cl[C:3]1[N:8]2[N:9]=[C:10]([CH:12]3[CH2:17][CH2:16][N:15]([CH3:18])[CH2:14][CH2:13]3)[N:11]=[C:7]2[CH:6]=[C:5]([C:19]2[CH:24]=[CH:23][C:22]([Cl:25])=[CH:21][C:20]=2[Cl:26])[N:4]=1.Cl.Cl.[NH2:29][CH2:30][CH2:31][NH:32][C:33]1[CH:40]=[CH:39][C:36]([C:37]#[N:38])=[CH:35][N:34]=1.C(N(CC)C(C)C)(C)C, predict the reaction product. The product is: [Cl:26][C:20]1[CH:21]=[C:22]([Cl:25])[CH:23]=[CH:24][C:19]=1[C:5]1[N:4]=[C:3]([NH:29][CH2:30][CH2:31][NH:32][C:33]2[N:34]=[CH:35][C:36]([C:37]#[N:38])=[CH:39][CH:40]=2)[N:8]2[N:9]=[C:10]([CH:12]3[CH2:13][CH2:14][N:15]([CH3:18])[CH2:16][CH2:17]3)[N:11]=[C:7]2[CH:6]=1. (4) Given the reactants C1C=CC2N(O)N=NC=2C=1.[C:11]([OH:19])(=O)[C:12]1[CH:17]=[CH:16][CH:15]=[CH:14][CH:13]=1.C(Cl)CCl.Cl.[NH2:25][C@H:26]([CH:42]1[CH2:47][CH2:46][CH2:45][CH2:44][CH2:43]1)[C:27]([N:29]1[CH2:34][CH2:33][CH:32]([C:35]2[CH:40]=[CH:39][C:38]([Cl:41])=[CH:37][CH:36]=2)[CH2:31][CH2:30]1)=[O:28], predict the reaction product. The product is: [Cl:41][C:38]1[CH:39]=[CH:40][C:35]([CH:32]2[CH2:31][CH2:30][N:29]([C:27](=[O:28])[C@H:26]([NH:25][C:11](=[O:19])[C:12]3[CH:13]=[CH:14][CH:15]=[CH:16][CH:17]=3)[CH:42]3[CH2:47][CH2:46][CH2:45][CH2:44][CH2:43]3)[CH2:34][CH2:33]2)=[CH:36][CH:37]=1.